From a dataset of Forward reaction prediction with 1.9M reactions from USPTO patents (1976-2016). Predict the product of the given reaction. (1) Given the reactants [CH:1]([C:4]1[CH:9]=[CH:8][C:7]([CH2:10][C:11]([OH:13])=O)=[CH:6][CH:5]=1)([CH3:3])[CH3:2].N=C=N.[CH3:17][O:18][C:19]1[CH:20]=[C:21]2[C:26](=[CH:27][C:28]=1[O:29][CH3:30])[N:25]=[CH:24][N:23]=[C:22]2[CH:31]1[CH2:36][CH2:35][NH:34][CH2:33][CH2:32]1, predict the reaction product. The product is: [CH3:17][O:18][C:19]1[CH:20]=[C:21]2[C:26](=[CH:27][C:28]=1[O:29][CH3:30])[N:25]=[CH:24][N:23]=[C:22]2[CH:31]1[CH2:36][CH2:35][N:34]([C:11](=[O:13])[CH2:10][C:7]2[CH:6]=[CH:5][C:4]([CH:1]([CH3:2])[CH3:3])=[CH:9][CH:8]=2)[CH2:33][CH2:32]1. (2) Given the reactants Br[CH2:2][CH2:3][CH2:4][O:5][C:6]1[CH:7]=[C:8]2[C:13](=[CH:14][C:15]=1[O:16][CH3:17])[N:12]=[CH:11][N:10]=[C:9]2[O:18][C:19]1[CH:24]=[CH:23][C:22]([NH:25][C:26]([NH:28][CH2:29][CH2:30][CH3:31])=[O:27])=[C:21]([Cl:32])[CH:20]=1.C(=O)([O-])[O-].[K+].[K+].[CH3:39][N:40]1[CH2:45][CH2:44][NH:43][CH2:42][CH2:41]1, predict the reaction product. The product is: [Cl:32][C:21]1[CH:20]=[C:19]([O:18][C:9]2[C:8]3[C:13](=[CH:14][C:15]([O:16][CH3:17])=[C:6]([O:5][CH2:4][CH2:3][CH2:2][N:43]4[CH2:44][CH2:45][N:40]([CH3:39])[CH2:41][CH2:42]4)[CH:7]=3)[N:12]=[CH:11][N:10]=2)[CH:24]=[CH:23][C:22]=1[NH:25][C:26]([NH:28][CH2:29][CH2:30][CH3:31])=[O:27].